Dataset: Full USPTO retrosynthesis dataset with 1.9M reactions from patents (1976-2016). Task: Predict the reactants needed to synthesize the given product. (1) Given the product [Br:3][C:4]1[CH:10]=[CH:9][CH:8]=[CH:7][C:5]=1[NH:6][CH2:23][CH2:22][CH2:21][CH2:20][CH2:19][CH2:18][CH2:17][CH2:16][CH2:15][CH2:14][CH2:13][CH3:12], predict the reactants needed to synthesize it. The reactants are: [H-].[Na+].[Br:3][C:4]1[CH:10]=[CH:9][CH:8]=[CH:7][C:5]=1[NH2:6].I[CH2:12][CH2:13][CH2:14][CH2:15][CH2:16][CH2:17][CH2:18][CH2:19][CH2:20][CH2:21][CH2:22][CH3:23]. (2) Given the product [ClH:39].[CH2:29]([C:26]1[N:25]=[CH:24][C:23]2[C:22]([CH3:36])([CH3:37])[CH2:21][N:20]([C:18](=[O:19])[CH2:17][N:11]3[CH2:10][C@@H:9]([CH3:38])[NH:8][CH2:13][C@@H:12]3[CH2:14][O:15][CH3:16])[C:28]=2[CH:27]=1)[C:30]1[CH:31]=[CH:32][CH:33]=[CH:34][CH:35]=1, predict the reactants needed to synthesize it. The reactants are: C(OC([N:8]1[CH2:13][C@H:12]([CH2:14][O:15][CH3:16])[N:11]([CH2:17][C:18]([N:20]2[C:28]3[CH:27]=[C:26]([CH2:29][C:30]4[CH:35]=[CH:34][CH:33]=[CH:32][CH:31]=4)[N:25]=[CH:24][C:23]=3[C:22]([CH3:37])([CH3:36])[CH2:21]2)=[O:19])[CH2:10][C@H:9]1[CH3:38])=O)(C)(C)C.[ClH:39]. (3) Given the product [F:17][C:14]1[CH:15]=[CH:16][C:11]([C:8]2[CH:9]=[N:10][C:5]3[N:6]([CH:19]=[C:3]([CH2:2][O:27][C:24]4[CH:23]=[CH:22][C:21]([F:20])=[CH:26][N:25]=4)[N:4]=3)[N:7]=2)=[C:12]([CH3:18])[CH:13]=1, predict the reactants needed to synthesize it. The reactants are: Cl[CH2:2][C:3]1[N:4]=[C:5]2[N:10]=[CH:9][C:8]([C:11]3[CH:16]=[CH:15][C:14]([F:17])=[CH:13][C:12]=3[CH3:18])=[N:7][N:6]2[CH:19]=1.[F:20][C:21]1[CH:22]=[CH:23][C:24]([OH:27])=[N:25][CH:26]=1. (4) Given the product [Si:22]([O:1][CH2:2][C:3]1[NH:4][C:5]2[C:11]([O:12][CH3:13])=[C:10]([O:14][CH3:15])[C:9]([O:16][CH3:17])=[CH:8][C:6]=2[N:7]=1)([C:18]([CH3:21])([CH3:20])[CH3:19])([CH3:25])[CH3:24], predict the reactants needed to synthesize it. The reactants are: [OH:1][CH2:2][C:3]1[NH:4][C:5]2[C:11]([O:12][CH3:13])=[C:10]([O:14][CH3:15])[C:9]([O:16][CH3:17])=[CH:8][C:6]=2[N:7]=1.[C:18]([Si:22]([CH3:25])([CH3:24])Cl)([CH3:21])([CH3:20])[CH3:19].N1C=CN=C1.O. (5) Given the product [F:10][C:9]1[C:4]([CH2:3][O:17][C:18]2[C:19]3[N:20]([C:25]([C:29]([O:31][CH2:32][CH3:33])=[O:30])=[C:26]([CH3:28])[N:27]=3)[CH:21]=[C:22]([CH3:24])[CH:23]=2)=[N:5][CH:6]=[CH:7][CH:8]=1, predict the reactants needed to synthesize it. The reactants are: Cl.Cl[CH2:3][C:4]1[C:9]([F:10])=[CH:8][CH:7]=[CH:6][N:5]=1.C(=O)([O-])[O-].[Cs+].[Cs+].[OH:17][C:18]1[C:19]2[N:20]([C:25]([C:29]([O:31][CH2:32][CH3:33])=[O:30])=[C:26]([CH3:28])[N:27]=2)[CH:21]=[C:22]([CH3:24])[CH:23]=1. (6) Given the product [NH2:38][C:39]1[N:40]=[CH:41][N:42]=[C:18]([NH:17][C@H:15]([C:7]2[C:6]([C:25]3[CH:26]=[CH:27][CH:28]=[CH:29][CH:30]=3)=[C:5]([C:3]([NH:2][CH3:1])=[O:4])[C:14]3[C:9](=[CH:10][CH:11]=[CH:12][CH:13]=3)[N:8]=2)[CH3:16])[C:44]=1[C:45]#[N:46], predict the reactants needed to synthesize it. The reactants are: [CH3:1][NH:2][C:3]([C:5]1[C:14]2[C:9](=[CH:10][CH:11]=[CH:12][CH:13]=2)[N:8]=[C:7]([CH:15]([NH:17][C:18](=O)OC(C)(C)C)[CH3:16])[C:6]=1[C:25]1[CH:30]=[CH:29][CH:28]=[CH:27][CH:26]=1)=[O:4].Cl.O1CCOCC1.[NH2:38][C:39]1[C:44]([C:45]#[N:46])=C(Cl)[N:42]=[CH:41][N:40]=1.CCN(C(C)C)C(C)C. (7) Given the product [CH3:16][C:17]1([C:23]([NH:2][C@H:3]2[CH2:8][CH2:7][CH2:6][NH:5][C:4]2=[O:9])=[O:24])[CH2:22][CH2:21][CH2:20][CH2:19][CH2:18]1, predict the reactants needed to synthesize it. The reactants are: Cl.[NH2:2][C@H:3]1[CH2:8][CH2:7][CH2:6][NH:5][C:4]1=[O:9].C([O-])([O-])=O.[Na+].[Na+].[CH3:16][C:17]1([C:23](Cl)=[O:24])[CH2:22][CH2:21][CH2:20][CH2:19][CH2:18]1. (8) Given the product [CH3:12][O:11][C:8]1[CH:7]=[C:3]2[C:2](=[CH:10][CH:9]=1)[NH:1][C:14](=[O:15])[NH:13][C:4]2=[O:6], predict the reactants needed to synthesize it. The reactants are: [NH2:1][C:2]1[CH:10]=[CH:9][C:8]([O:11][CH3:12])=[CH:7][C:3]=1[C:4]([OH:6])=O.[NH2:13][C:14](N)=[O:15]. (9) Given the product [CH3:1][C:2]1[CH:7]=[C:6]([CH3:8])[N:5]2[N:9]=[C:10]([CH2:12][CH2:13][C:14]3[N:18]([CH3:19])[N:17]=[C:16]([N:20]4[CH2:24][CH2:23][CH2:22][CH2:21]4)[N:15]=3)[N:11]=[C:4]2[N:3]=1, predict the reactants needed to synthesize it. The reactants are: [CH3:1][C:2]1[CH:7]=[C:6]([CH3:8])[N:5]2[N:9]=[C:10]([CH:12]=[CH:13][C:14]3[N:18]([CH3:19])[N:17]=[C:16]([N:20]4[CH2:24][CH2:23][CH2:22][CH2:21]4)[N:15]=3)[N:11]=[C:4]2[N:3]=1.C(Cl)Cl.CO.